Task: Predict the product of the given reaction.. Dataset: Forward reaction prediction with 1.9M reactions from USPTO patents (1976-2016) (1) Given the reactants Br[C:2]1[CH:7]=[C:6](Br)[CH:5]=[C:4]([Br:9])[CH:3]=1.[C:10]1([C:30]2[CH:35]=[CH:34][CH:33]=[CH:32][CH:31]=2)[CH:15]=[CH:14][C:13]([NH:16][C:17]2[CH:29]=[CH:28][C:20]3[S:21][C:22]4[CH:27]=[CH:26][CH:25]=[CH:24][C:23]=4[C:19]=3[CH:18]=2)=[CH:12][CH:11]=1.[CH:49]1[CH:54]=[CH:53][C:52](P([C:49]2[CH:54]=[CH:53][CH:52]=[CH:51][CH:50]=2)[C:49]2[CH:54]=[CH:53][CH:52]=[CH:51][CH:50]=2)=[CH:51][CH:50]=1.[CH3:55][C:56]([O-])([CH3:58])[CH3:57].[Na+], predict the reaction product. The product is: [C:10]1([C:49]2[CH:50]=[CH:51][CH:52]=[CH:53][CH:54]=2)[CH:15]=[CH:14][C:13]([N:16]([C:17]2[CH:29]=[CH:28][C:57]3[S:21][C:20]4[CH:19]=[CH:23][CH:22]=[CH:27][C:58]=4[C:56]=3[CH:55]=2)[C:6]2[CH:5]=[C:4]([Br:9])[CH:3]=[C:2]([N:16]([C:13]3[CH:14]=[CH:15][C:10]([C:30]4[CH:31]=[CH:32][CH:33]=[CH:34][CH:35]=4)=[CH:11][CH:12]=3)[C:17]3[CH:29]=[CH:28][C:20]4[S:21][C:22]5[CH:27]=[CH:26][CH:25]=[CH:24][C:23]=5[C:19]=4[CH:18]=3)[CH:7]=2)=[CH:12][CH:11]=1. (2) Given the reactants [Cl:1][C:2]1[CH:3]=[C:4]([NH:9][C:10]2[N:15]=[C:14]([NH:16][CH2:17][CH2:18][CH2:19][O:20][CH3:21])[C:13]([C:22](=[S:24])[NH2:23])=[CH:12][N:11]=2)[CH:5]=[CH:6][C:7]=1[F:8].Br.Br[CH2:27][C:28]([C:30]1[CH:35]=[CH:34][N:33]=[CH:32][CH:31]=1)=O, predict the reaction product. The product is: [Cl:1][C:2]1[CH:3]=[C:4]([NH:9][C:10]2[N:15]=[C:14]([NH:16][CH2:17][CH2:18][CH2:19][O:20][CH3:21])[C:13]([C:22]3[S:24][CH:27]=[C:28]([C:30]4[CH:35]=[CH:34][N:33]=[CH:32][CH:31]=4)[N:23]=3)=[CH:12][N:11]=2)[CH:5]=[CH:6][C:7]=1[F:8]. (3) Given the reactants C([O:3][C:4]([CH:6]1[CH2:15][CH2:14][C:13]2[C:8](=[CH:9][CH:10]=[CH:11][CH:12]=2)[NH:7]1)=O)C.[H-].[H-].[H-].[H-].[Li+].[Al+3].[O-]S([O-])(=O)=O.[Na+].[Na+].N1C=CC=CC=1.[Cl:35][C:36]1[CH:37]=[C:38]([S:43](Cl)(=[O:45])=[O:44])[CH:39]=[CH:40][C:41]=1[Cl:42].[H-].[Na+].Br[CH2:50][C:51]([OH:53])=[O:52].C(O)(C(F)(F)F)=O, predict the reaction product. The product is: [Cl:35][C:36]1[CH:37]=[C:38]([S:43]([N:7]2[C:8]3[C:13](=[CH:12][CH:11]=[CH:10][CH:9]=3)[CH2:14][CH2:15][CH:6]2[CH2:4][O:3][CH2:50][C:51]([OH:53])=[O:52])(=[O:45])=[O:44])[CH:39]=[CH:40][C:41]=1[Cl:42].